Dataset: Full USPTO retrosynthesis dataset with 1.9M reactions from patents (1976-2016). Task: Predict the reactants needed to synthesize the given product. (1) The reactants are: [F:1][C:2]1[C:7]([C:8]([F:11])([F:10])[F:9])=[CH:6][CH:5]=[CH:4][C:3]=1[C:12](=O)[CH3:13].[CH3:15][C:16]([S@:19]([NH2:21])=[O:20])([CH3:18])[CH3:17]. Given the product [F:1][C:2]1[C:7]([C:8]([F:11])([F:10])[F:9])=[CH:6][CH:5]=[CH:4][C:3]=1[CH:12]([NH:21][S@@:19]([C:16]([CH3:18])([CH3:17])[CH3:15])=[O:20])[CH3:13], predict the reactants needed to synthesize it. (2) The reactants are: [C:1]([O:5][C:6]([N:8]1[CH2:13][CH2:12][CH:11]([C:14]2[CH:19]=[CH:18][CH:17]=[CH:16][C:15]=2[CH2:20][O:21]S(C)(=O)=O)[CH2:10][CH2:9]1)=[O:7])([CH3:4])([CH3:3])[CH3:2].C([O-])([O-])=O.[K+].[K+].[F:32][C:33]1[CH:38]=[C:37]([F:39])[CH:36]=[C:35]([F:40])[C:34]=1O. Given the product [C:1]([O:5][C:6]([N:8]1[CH2:13][CH2:12][CH:11]([C:14]2[CH:19]=[CH:18][CH:17]=[CH:16][C:15]=2[CH2:20][O:21][C:34]2[C:33]([F:32])=[CH:38][C:37]([F:39])=[CH:36][C:35]=2[F:40])[CH2:10][CH2:9]1)=[O:7])([CH3:4])([CH3:3])[CH3:2], predict the reactants needed to synthesize it. (3) Given the product [CH2:16]([N:10]1[C:9](=[O:23])[C:8]2[C:7]([C:24]#[N:25])=[N:6][C:5]([C:3]([NH:33][CH2:34][C:35]([CH3:40])([CH3:39])[C:36]([OH:38])=[O:37])=[O:4])=[C:14]([OH:15])[C:13]=2[CH:12]=[CH:11]1)[C:17]1[CH:18]=[CH:19][CH:20]=[CH:21][CH:22]=1, predict the reactants needed to synthesize it. The reactants are: CO[C:3]([C:5]1[N:6]=[C:7]([C:24]#[N:25])[C:8]2[C:9](=[O:23])[N:10]([CH2:16][C:17]3[CH:22]=[CH:21][CH:20]=[CH:19][CH:18]=3)[CH:11]=[CH:12][C:13]=2[C:14]=1[OH:15])=[O:4].OC(C(F)(F)F)=O.[NH2:33][CH2:34][C:35]([CH3:40])([CH3:39])[C:36]([OH:38])=[O:37].C[O-].[Na+]. (4) Given the product [CH:59]1([C@H:57]([NH:56][C:38]2[C:39]3[N:44]([CH2:45][C:46]4[CH:51]=[CH:50][C:49]([C:52]([F:55])([F:54])[F:53])=[CH:48][CH:47]=4)[CH:43]=[CH:42][C:40]=3[N:41]=[C:36]([C:64]#[N:66])[N:37]=2)[CH3:58])[CH2:62][CH2:61][CH2:60]1, predict the reactants needed to synthesize it. The reactants are: C1(P(C2CCCCC2)C2C=CC=CC=2C2C(C(C)C)=CC(C(C)C)=CC=2C(C)C)CCCCC1.Cl[C:36]1[N:37]=[C:38]([NH:56][C@@H:57]([CH:59]2[CH2:62][CH2:61][CH2:60]2)[CH3:58])[C:39]2[N:44]([CH2:45][C:46]3[CH:51]=[CH:50][C:49]([C:52]([F:55])([F:54])[F:53])=[CH:48][CH:47]=3)[CH:43]=[CH:42][C:40]=2[N:41]=1.C[C:64]([N:66](C)C)=O.